The task is: Regression. Given two drug SMILES strings and cell line genomic features, predict the synergy score measuring deviation from expected non-interaction effect.. This data is from NCI-60 drug combinations with 297,098 pairs across 59 cell lines. (1) Drug 1: CC12CCC3C(C1CCC2=O)CC(=C)C4=CC(=O)C=CC34C. Drug 2: C1CN(CCN1C(=O)CCBr)C(=O)CCBr. Cell line: DU-145. Synergy scores: CSS=33.2, Synergy_ZIP=-3.31, Synergy_Bliss=-0.329, Synergy_Loewe=0.124, Synergy_HSA=1.05. (2) Drug 1: CN1CCC(CC1)COC2=C(C=C3C(=C2)N=CN=C3NC4=C(C=C(C=C4)Br)F)OC. Drug 2: CC1=C(C=C(C=C1)NC(=O)C2=CC=C(C=C2)CN3CCN(CC3)C)NC4=NC=CC(=N4)C5=CN=CC=C5. Cell line: SF-268. Synergy scores: CSS=-0.689, Synergy_ZIP=2.55, Synergy_Bliss=5.38, Synergy_Loewe=2.90, Synergy_HSA=1.60. (3) Drug 1: C1=CN(C(=O)N=C1N)C2C(C(C(O2)CO)O)O.Cl. Drug 2: CCC1=C2CN3C(=CC4=C(C3=O)COC(=O)C4(CC)O)C2=NC5=C1C=C(C=C5)O. Cell line: EKVX. Synergy scores: CSS=3.77, Synergy_ZIP=-3.12, Synergy_Bliss=-4.17, Synergy_Loewe=-33.5, Synergy_HSA=-4.52. (4) Drug 1: C1=CC(=CC=C1CC(C(=O)O)N)N(CCCl)CCCl.Cl. Drug 2: CS(=O)(=O)OCCCCOS(=O)(=O)C. Cell line: OVCAR3. Synergy scores: CSS=27.6, Synergy_ZIP=3.38, Synergy_Bliss=10.6, Synergy_Loewe=2.13, Synergy_HSA=8.58. (5) Drug 1: CC1=CC=C(C=C1)C2=CC(=NN2C3=CC=C(C=C3)S(=O)(=O)N)C(F)(F)F. Drug 2: C(CC(=O)O)C(=O)CN.Cl. Cell line: SF-268. Synergy scores: CSS=14.4, Synergy_ZIP=-4.71, Synergy_Bliss=2.76, Synergy_Loewe=0.353, Synergy_HSA=1.17. (6) Drug 2: C(=O)(N)NO. Drug 1: C1CC(=O)NC(=O)C1N2CC3=C(C2=O)C=CC=C3N. Synergy scores: CSS=24.6, Synergy_ZIP=-12.8, Synergy_Bliss=-0.852, Synergy_Loewe=2.58, Synergy_HSA=3.00. Cell line: RPMI-8226.